Dataset: Peptide-MHC class II binding affinity with 134,281 pairs from IEDB. Task: Regression. Given a peptide amino acid sequence and an MHC pseudo amino acid sequence, predict their binding affinity value. This is MHC class II binding data. The peptide sequence is PALLALLALPALLLL. The MHC is HLA-DPA10301-DPB10402 with pseudo-sequence HLA-DPA10301-DPB10402. The binding affinity (normalized) is 0.317.